Dataset: Full USPTO retrosynthesis dataset with 1.9M reactions from patents (1976-2016). Task: Predict the reactants needed to synthesize the given product. Given the product [Cl:1][C:2]1[C:3]([C:21](=[N:37][NH2:38])[CH2:22][CH:23]2[CH2:28][CH2:27][N:26]([C:29]([O:31][C:32]([CH3:35])([CH3:34])[CH3:33])=[O:30])[CH2:25][CH2:24]2)=[C:4]2[CH:10]=[CH:9][NH:8][C:5]2=[N:6][CH:7]=1, predict the reactants needed to synthesize it. The reactants are: [Cl:1][C:2]1[C:3]([C:21](=O)[CH2:22][CH:23]2[CH2:28][CH2:27][N:26]([C:29]([O:31][C:32]([CH3:35])([CH3:34])[CH3:33])=[O:30])[CH2:25][CH2:24]2)=[C:4]2[CH:10]=[CH:9][N:8]([Si](C(C)C)(C(C)C)C(C)C)[C:5]2=[N:6][CH:7]=1.[NH2:37][NH2:38].CC(O)=O.